Dataset: KCNQ2 potassium channel screen with 302,405 compounds. Task: Binary Classification. Given a drug SMILES string, predict its activity (active/inactive) in a high-throughput screening assay against a specified biological target. The molecule is O=C(NNC(=O)Nc1c(OC)ccc(c1)C)C1CCC(C(C)(C)C)CC1. The result is 1 (active).